This data is from Forward reaction prediction with 1.9M reactions from USPTO patents (1976-2016). The task is: Predict the product of the given reaction. (1) Given the reactants [CH:1]1(CNC(C2N(C)C=C(C(C3C(C4C=CC(F)=CC=4)=NOC=3C)=O)C=2)=O)CC1.[CH:29]1([NH:34][C:35]([C:37]2[NH:38][CH:39]=[C:40]([C:42]([C:44]3[C:45]([C:50]4[CH:55]=[CH:54][CH:53]=[C:52]([F:56])[CH:51]=4)=[N:46][O:47][C:48]=3[CH3:49])=[O:43])[CH:41]=2)=[O:36])[CH2:33][CH2:32][CH2:31][CH2:30]1, predict the reaction product. The product is: [CH:29]1([NH:34][C:35]([C:37]2[N:38]([CH3:1])[CH:39]=[C:40]([C:42]([C:44]3[C:45]([C:50]4[CH:55]=[CH:54][CH:53]=[C:52]([F:56])[CH:51]=4)=[N:46][O:47][C:48]=3[CH3:49])=[O:43])[CH:41]=2)=[O:36])[CH2:30][CH2:31][CH2:32][CH2:33]1. (2) Given the reactants [C:1]([O:4][CH2:5][CH:6]([C:12]1[CH:17]=[CH:16][C:15]([NH2:18])=[C:14]([C:19]2[CH2:24][CH2:23][CH2:22][CH2:21][CH:20]=2)[CH:13]=1)[CH2:7][O:8][C:9](=[O:11])[CH3:10])(=[O:3])[CH3:2].[C:25]([C:27]1[N:28]=[C:29]([C:40](O)=[O:41])[N:30]([CH2:32][O:33][CH2:34][CH2:35][Si:36]([CH3:39])([CH3:38])[CH3:37])[CH:31]=1)#[N:26].[K+].C(C1N=C(C([O-])=O)N(COCC[Si](C)(C)C)C=1)#N, predict the reaction product. The product is: [C:9]([O:8][CH2:7][CH:6]([C:12]1[CH:17]=[CH:16][C:15]([NH:18][C:40]([C:29]2[N:30]([CH2:32][O:33][CH2:34][CH2:35][Si:36]([CH3:39])([CH3:38])[CH3:37])[CH:31]=[C:27]([C:25]#[N:26])[N:28]=2)=[O:41])=[C:14]([C:19]2[CH2:24][CH2:23][CH2:22][CH2:21][CH:20]=2)[CH:13]=1)[CH2:5][O:4][C:1](=[O:3])[CH3:2])(=[O:11])[CH3:10]. (3) Given the reactants F[C:2]1[CH:7]=[CH:6][C:5]([N+:8]([O-:10])=[O:9])=[CH:4][CH:3]=1.[NH2:11][C:12]1([CH2:17][OH:18])[CH2:16][CH2:15][CH2:14][CH2:13]1.C(N(C(C)C)CC)(C)C, predict the reaction product. The product is: [N+:8]([C:5]1[CH:6]=[CH:7][C:2]([NH:11][C:12]2([CH2:17][OH:18])[CH2:16][CH2:15][CH2:14][CH2:13]2)=[CH:3][CH:4]=1)([O-:10])=[O:9]. (4) Given the reactants [CH3:1][O:2][C:3]1[C:8]([C:9]([OH:11])=O)=[CH:7][C:6]([C:12]([NH2:14])=[O:13])=[CH:5][CH:4]=1.[C:15]([C:18]1[CH:24]=[CH:23][CH:22]=[CH:21][C:19]=1[NH2:20])(=[O:17])[CH3:16], predict the reaction product. The product is: [C:15]([C:18]1[CH:24]=[CH:23][CH:22]=[CH:21][C:19]=1[NH:20][C:9](=[O:11])[C:8]1[CH:7]=[C:6]([CH:5]=[CH:4][C:3]=1[O:2][CH3:1])[C:12]([NH2:14])=[O:13])(=[O:17])[CH3:16]. (5) Given the reactants [Cl:1][C:2]1[CH:7]=[C:6]([C:8]([CH3:10])=[CH2:9])[CH:5]=[C:4]([N+:11]([O-:13])=[O:12])[CH:3]=1.[Br:14]C1C=C([N+]([O-])=O)C=C(Cl)C=1.Br.CC(O)=O, predict the reaction product. The product is: [Br:14][C:8]([C:6]1[CH:5]=[C:4]([N+:11]([O-:13])=[O:12])[CH:3]=[C:2]([Cl:1])[CH:7]=1)([CH3:10])[CH3:9]. (6) Given the reactants [C:1]([C:3]1[CH:8]=[CH:7][C:6]([N:9]([CH2:14][CH2:15][F:16])[CH2:10][C:11](O)=[O:12])=[CH:5][C:4]=1[C:17]([F:20])([F:19])[F:18])#[N:2].C(Cl)(=O)C(Cl)=O.C[N:28](C=O)C.N, predict the reaction product. The product is: [C:1]([C:3]1[CH:8]=[CH:7][C:6]([N:9]([CH2:14][CH2:15][F:16])[CH2:10][C:11]([NH2:28])=[O:12])=[CH:5][C:4]=1[C:17]([F:20])([F:19])[F:18])#[N:2]. (7) Given the reactants CO.[OH-].[Na+:4].[CH2:5]([C:7]([C:25]1[CH:30]=[CH:29][C:28]([C:31]2[CH:36]=[CH:35][C:34]([CH2:37][C:38]([O:40]C)=[O:39])=[C:33]([F:42])[CH:32]=2)=[C:27]([CH3:43])[CH:26]=1)([C:10]1[CH:15]=[CH:14][C:13](/[CH:16]=[CH:17]/[C:18]([CH2:22][CH3:23])([OH:21])[CH2:19][CH3:20])=[C:12]([CH3:24])[CH:11]=1)[CH2:8][CH3:9])[CH3:6].[Cl-].[NH4+], predict the reaction product. The product is: [CH2:5]([C:7]([C:25]1[CH:30]=[CH:29][C:28]([C:31]2[CH:36]=[CH:35][C:34]([CH2:37][C:38]([O-:40])=[O:39])=[C:33]([F:42])[CH:32]=2)=[C:27]([CH3:43])[CH:26]=1)([C:10]1[CH:15]=[CH:14][C:13](/[CH:16]=[CH:17]/[C:18]([CH2:19][CH3:20])([OH:21])[CH2:22][CH3:23])=[C:12]([CH3:24])[CH:11]=1)[CH2:8][CH3:9])[CH3:6].[Na+:4]. (8) The product is: [Br:1][C:2]1[CH:7]=[C:6]2[N:8]([C:16]3[C:21]([Cl:22])=[CH:20][N:19]=[CH:18][N:17]=3)[CH2:9][C:10]3([CH2:15][CH2:14][O:13][CH2:12][CH2:11]3)[C:5]2=[CH:4][CH:3]=1. Given the reactants [Br:1][C:2]1[CH:7]=[C:6]2[N:8]([C:16]3[C:21]([Cl:22])=[CH:20][N:19]=[C:18](N)[N:17]=3)[CH2:9][C:10]3([CH2:15][CH2:14][O:13][CH2:12][CH2:11]3)[C:5]2=[CH:4][CH:3]=1.C(ON=O)CC(C)C, predict the reaction product. (9) Given the reactants C(N(C(C)C)CC)(C)C.[NH2:10][C:11]1[C:16]([OH:17])=[C:15]([F:18])[C:14]([C:19]2[CH:24]=[CH:23][CH:22]=[CH:21][CH:20]=2)=[C:13]([CH3:25])[C:12]=1[C:26]#[N:27].[CH3:28][O:29][CH2:30][C:31](Cl)=[O:32].[Cl-].[NH4+], predict the reaction product. The product is: [CH3:28][O:29][CH2:30][C:31]([O:17][C:16]1[C:15]([F:18])=[C:14]([C:19]2[CH:24]=[CH:23][CH:22]=[CH:21][CH:20]=2)[C:13]([CH3:25])=[C:12]([C:26]#[N:27])[C:11]=1[NH2:10])=[O:32].